This data is from Peptide-MHC class I binding affinity with 185,985 pairs from IEDB/IMGT. The task is: Regression. Given a peptide amino acid sequence and an MHC pseudo amino acid sequence, predict their binding affinity value. This is MHC class I binding data. (1) The peptide sequence is RPTHKPVTL. The MHC is HLA-B08:01 with pseudo-sequence HLA-B08:01. The binding affinity (normalized) is 0.213. (2) The peptide sequence is KGHLPLLDK. The MHC is HLA-B57:01 with pseudo-sequence HLA-B57:01. The binding affinity (normalized) is 0.0847. (3) The MHC is HLA-A03:01 with pseudo-sequence HLA-A03:01. The peptide sequence is TFRERYSYK. The binding affinity (normalized) is 0.603. (4) The peptide sequence is AFEFINSLLK. The MHC is HLA-A02:03 with pseudo-sequence HLA-A02:03. The binding affinity (normalized) is 0.0817.